This data is from Reaction yield outcomes from USPTO patents with 853,638 reactions. The task is: Predict the reaction yield, written as a fraction of the theoretical maximum amount of product (1.0 means a 100% yield; for example, 0.34 means a 34% yield). (1) The reactants are [CH3:1][O:2][C:3]1[CH:8]=[CH:7][C:6]([NH:9][C:10](=[NH:20])[CH2:11][C:12](=[O:19])[C:13]2[CH:18]=[CH:17][CH:16]=[CH:15][CH:14]=2)=[CH:5][CH:4]=1.[C:21](OC)(=[O:24])[C:22]#[CH:23]. The catalyst is CO. The product is [NH2:20][C:10]1[N:9]([C:6]2[CH:5]=[CH:4][C:3]([O:2][CH3:1])=[CH:8][CH:7]=2)[C:21](=[O:24])[CH:22]=[CH:23][C:11]=1[C:12](=[O:19])[C:13]1[CH:14]=[CH:15][CH:16]=[CH:17][CH:18]=1. The yield is 0.670. (2) The reactants are [PH2]([O-])=[O:2].[Na+].[C:5]([C:7]1[CH:12]=[CH:11][C:10]([C@@:13]2([CH3:38])[C:17](=[O:18])[N:16]([CH2:19][C:20]([O:22][CH2:23][C:24]3[CH:29]=[CH:28][CH:27]=[CH:26][CH:25]=3)=[O:21])[C:15](=[O:30])[N:14]2[CH2:31][C:32]2[CH:37]=[CH:36][CH:35]=[CH:34][CH:33]=2)=[CH:9][CH:8]=1)#N. The catalyst is [Ni].O. The product is [CH:5]([C:7]1[CH:12]=[CH:11][C:10]([C@@:13]2([CH3:38])[C:17](=[O:18])[N:16]([CH2:19][C:20]([O:22][CH2:23][C:24]3[CH:25]=[CH:26][CH:27]=[CH:28][CH:29]=3)=[O:21])[C:15](=[O:30])[N:14]2[CH2:31][C:32]2[CH:33]=[CH:34][CH:35]=[CH:36][CH:37]=2)=[CH:9][CH:8]=1)=[O:2]. The yield is 0.790. (3) The reactants are C(OC(N1CCN(C2C(=O)N(CC(C)C)N=C(C3C=CC(F)=C(F)C=3)C=2C)CC1)=O)(C)(C)C.[C:34]([C:37]1[C:38](=[O:55])[N:39]([CH2:51][CH:52]([CH3:54])[CH3:53])[N:40]=[C:41]([C:43]2[CH:48]=[CH:47][C:46]([F:49])=[CH:45][C:44]=2[F:50])[CH:42]=1)(O)=[O:35]. No catalyst specified. The product is [F:50][C:44]1[CH:45]=[C:46]([F:49])[CH:47]=[CH:48][C:43]=1[C:41]1[CH:42]=[C:37]([CH2:34][OH:35])[C:38](=[O:55])[N:39]([CH2:51][CH:52]([CH3:53])[CH3:54])[N:40]=1. The yield is 0.450. (4) The reactants are C([Si](C)(C)[O:6][C@@H:7]1[CH2:12][CH2:11][C@H:10]([N:13]2[CH2:17][CH2:16][CH2:15][C:14]2=[O:18])[CH2:9][CH2:8]1)(C)(C)C.[Li+].[CH3:22]C([N-]C(C)C)C.BrC[C:31]1[C:40]2[C:35](=[CH:36][CH:37]=[CH:38][CH:39]=2)[CH:34]=[CH:33][CH:32]=1.Cl. The catalyst is CO.O.C1COCC1. The product is [OH:6][C@@H:7]1[CH2:8][CH2:9][C@H:10]([N:13]2[CH2:17][CH2:16][CH:15]([CH2:22][C:33]3[CH:32]=[CH:31][C:40]4[C:35](=[CH:36][CH:37]=[CH:38][CH:39]=4)[CH:34]=3)[C:14]2=[O:18])[CH2:11][CH2:12]1. The yield is 0.550. (5) The reactants are [Li+].[Cl-].Br[C:4]1[CH:13]=[C:12]2[C:7]([CH:8]=[N:9][CH:10]=[N:11]2)=[CH:6][CH:5]=1.C([Sn](CCCC)(CCCC)[C:19]1[S:23][C:22]([NH:24][C:25](=[O:31])[O:26][C:27]([CH3:30])([CH3:29])[CH3:28])=[N:21][CH:20]=1)CCC.CN(C=O)C. The catalyst is C1C=CC([P]([Pd]([P](C2C=CC=CC=2)(C2C=CC=CC=2)C2C=CC=CC=2)([P](C2C=CC=CC=2)(C2C=CC=CC=2)C2C=CC=CC=2)[P](C2C=CC=CC=2)(C2C=CC=CC=2)C2C=CC=CC=2)(C2C=CC=CC=2)C2C=CC=CC=2)=CC=1. The product is [N:11]1[C:12]2[C:7](=[CH:6][CH:5]=[C:4]([C:19]3[S:23][C:22]([NH:24][C:25](=[O:31])[O:26][C:27]([CH3:29])([CH3:28])[CH3:30])=[N:21][CH:20]=3)[CH:13]=2)[CH:8]=[N:9][CH:10]=1. The yield is 0.460. (6) The reactants are Br[C:2]1[S:3][CH:4]=[C:5]([Br:7])[N:6]=1.C([Li])CCC.[Cl:13][C:14]1[N:19]=[C:18](Cl)[CH:17]=[CH:16][N:15]=1.O.C(C1C(=O)C(Cl)=C(Cl)C(=O)C=1C#N)#N.[OH-].[Na+]. The catalyst is C(OCC)C.C1COCC1. The product is [Br:7][C:5]1[N:6]=[C:2]([C:16]2[CH:17]=[CH:18][N:19]=[C:14]([Cl:13])[N:15]=2)[S:3][CH:4]=1. The yield is 0.698. (7) The catalyst is CN(C=O)C. The yield is 0.610. The reactants are CN([CH:4]=[C:5]1[C:13](=O)[C:12]2[N:11]([CH2:15][CH2:16][OH:17])[N:10]=[C:9]([C:18]([O:20][CH2:21][CH3:22])=[O:19])[C:8]=2[CH2:7][CH2:6]1)C.[CH3:23][N:24]1[CH2:29][CH2:28][N:27]([C:30]2[CH:31]=[CH:32][C:33]([O:40][C:41]([F:44])([F:43])[F:42])=[C:34]([NH:36][C:37]([NH2:39])=[NH:38])[CH:35]=2)[CH2:26][CH2:25]1.O. The product is [OH:17][CH2:16][CH2:15][N:11]1[C:12]2[C:13]3[N:39]=[C:37]([NH:36][C:34]4[CH:35]=[C:30]([N:27]5[CH2:28][CH2:29][N:24]([CH3:23])[CH2:25][CH2:26]5)[CH:31]=[CH:32][C:33]=4[O:40][C:41]([F:44])([F:42])[F:43])[N:38]=[CH:4][C:5]=3[CH2:6][CH2:7][C:8]=2[C:9]([C:18]([O:20][CH2:21][CH3:22])=[O:19])=[N:10]1. (8) The reactants are [N+](C1C=CC(S(O[CH2:14][C:15]([C:18]2[O:22][N:21]=[C:20]([NH2:23])[CH:19]=2)([CH3:17])[CH3:16])(=O)=O)=CC=1)([O-])=O.[NH:24]1[CH2:29][CH2:28][O:27][CH2:26][CH2:25]1.C1CCN2C(=NCCC2)CC1. The catalyst is C(#N)C. The product is [CH3:16][C:15]([C:18]1[O:22][N:21]=[C:20]([NH2:23])[CH:19]=1)([CH3:17])[CH2:14][N:24]1[CH2:29][CH2:28][O:27][CH2:26][CH2:25]1. The yield is 0.100. (9) The reactants are [Br:1][C:2]1[CH:7]=[CH:6][C:5]([OH:8])=[CH:4][C:3]=1[F:9].C(=O)([O-])[O-].[K+].[K+].Br[CH2:17][CH:18]([O:22][CH2:23][CH3:24])[O:19][CH2:20][CH3:21]. The catalyst is CN(C)C=O. The product is [Br:1][C:2]1[CH:7]=[CH:6][C:5]([O:8][CH2:17][CH:18]([O:22][CH2:23][CH3:24])[O:19][CH2:20][CH3:21])=[CH:4][C:3]=1[F:9]. The yield is 1.00. (10) The reactants are Cl.[CH3:2][NH:3][C:4]1([C:9]([O:11][CH3:12])=[O:10])[CH2:8][CH2:7][CH2:6][CH2:5]1.O.[C:14]1([CH3:24])[CH:19]=[CH:18][C:17]([S:20]([OH:23])(=[O:22])=[O:21])=[CH:16][CH:15]=1. The catalyst is C(OCC)(=O)C. The product is [C:14]1([CH3:24])[CH:15]=[CH:16][C:17]([S:20]([OH:23])(=[O:21])=[O:22])=[CH:18][CH:19]=1.[CH3:2][NH:3][C:4]1([C:9]([O:11][CH3:12])=[O:10])[CH2:8][CH2:7][CH2:6][CH2:5]1. The yield is 0.780.